This data is from Forward reaction prediction with 1.9M reactions from USPTO patents (1976-2016). The task is: Predict the product of the given reaction. (1) Given the reactants C(OC([N:8]1[CH2:12][CH2:11][C@H:10]([OH:13])[C@H:9]1[C:14](=[O:19])[NH:15][CH:16]1[CH2:18][CH2:17]1)=O)(C)(C)C, predict the reaction product. The product is: [CH:16]1([NH:15][C:14]([C@@H:9]2[C@@H:10]([OH:13])[CH2:11][CH2:12][NH:8]2)=[O:19])[CH2:18][CH2:17]1. (2) Given the reactants Cl[C:2]1[CH:3]=[C:4]([NH:11][C:12]2[CH:17]=[CH:16][CH:15]=[C:14]([N:18]3[CH2:22][CH2:21][CH2:20][CH:19]3[CH3:23])[N:13]=2)[C:5]2[N:6]([CH:8]=[CH:9][N:10]=2)[N:7]=1.[C:24]([C:28]1[CH:33]=[CH:32][C:31](B(O)O)=[CH:30][CH:29]=1)([CH3:27])([CH3:26])[CH3:25].C([O-])([O-])=O.[Na+].[Na+].CC(C1C=C(C(C)C)C(C2C=CC=CC=2P(C2CCCCC2)C2CCCCC2)=C(C(C)C)C=1)C, predict the reaction product. The product is: [C:24]([C:28]1[CH:33]=[CH:32][C:31]([C:2]2[CH:3]=[C:4]([NH:11][C:12]3[CH:17]=[CH:16][CH:15]=[C:14]([N:18]4[CH2:22][CH2:21][CH2:20][CH:19]4[CH3:23])[N:13]=3)[C:5]3[N:6]([CH:8]=[CH:9][N:10]=3)[N:7]=2)=[CH:30][CH:29]=1)([CH3:27])([CH3:26])[CH3:25]. (3) Given the reactants Cl[C:2]1[N:3]=[C:4]2[C:10]([C:11]3[CH:16]=[CH:15][CH:14]=[CH:13][CH:12]=3)=[C:9]([C:17]3[CH:22]=[CH:21][C:20]([C:23]4([NH:27][C:28](=[O:34])[O:29][C:30]([CH3:33])([CH3:32])[CH3:31])[CH2:26][CH2:25][CH2:24]4)=[CH:19][CH:18]=3)[O:8][C:5]2=[N:6][CH:7]=1.[CH3:35][N:36]1[CH:40]=[C:39](B2OC(C)(C)C(C)(C)O2)[CH:38]=[N:37]1.P([O-])([O-])([O-])=O.[K+].[K+].[K+].O, predict the reaction product. The product is: [CH3:35][N:36]1[CH:40]=[C:39]([C:2]2[N:3]=[C:4]3[C:10]([C:11]4[CH:16]=[CH:15][CH:14]=[CH:13][CH:12]=4)=[C:9]([C:17]4[CH:22]=[CH:21][C:20]([C:23]5([NH:27][C:28](=[O:34])[O:29][C:30]([CH3:32])([CH3:33])[CH3:31])[CH2:26][CH2:25][CH2:24]5)=[CH:19][CH:18]=4)[O:8][C:5]3=[N:6][CH:7]=2)[CH:38]=[N:37]1. (4) Given the reactants C(O[C:6]([N:8]1[CH2:13][CH2:12][NH:11][CH2:10][CH2:9]1)=[O:7])(C)(C)C.[CH2:14]=[C:15]1[O:19][C:17](=[O:18])[CH2:16]1.C([N:22]([CH2:25][CH3:26])[CH2:23][CH3:24])C.[C:27](=O)([O-])O.[Na+].[CH3:32][C:33]1[CH:40]=[C:39]([CH3:41])[CH:38]=[CH:37][C:34]=1C=O.N1[CH2:47][CH2:46][CH2:45][CH2:44][CH2:43]1.[C:48](O)(=O)[CH3:49].[C:52]1([CH3:58])[CH:57]=[CH:56][CH:55]=[CH:54][CH:53]=1, predict the reaction product. The product is: [C:43]1([CH:58]([C:52]2[CH:57]=[CH:56][CH:55]=[CH:54][CH:53]=2)[CH2:48][CH2:49][O:19][C:17](=[O:18])[C:16]2[C:15]([C:34]3[CH:37]=[CH:38][C:39]([CH3:41])=[CH:40][C:33]=3[CH3:32])=[C:14]([C:6]([N:8]3[CH2:9][CH2:10][NH:11][CH2:12][CH2:13]3)=[O:7])[C:23]([CH3:24])=[N:22][C:25]=2[CH3:26])[CH:27]=[CH:47][CH:46]=[CH:45][CH:44]=1. (5) Given the reactants I[C:2]1[CH:3]=[C:4]([C:10]2[CH:19]=[CH:18][C:13]([C:14]([O:16][CH3:17])=[O:15])=[CH:12][C:11]=2[CH3:20])[CH:5]=[CH:6][C:7]=1[O:8][CH3:9].C([Mg]Cl)(C)C.B(OC)(OC)OC.Br[C:34]1[C:35]([CH2:42][OH:43])=[N:36][C:37]([S:40][CH3:41])=[N:38][CH:39]=1.COC1C=CC(C2C=CC(C(OC)=O)=CC=2C)=CC=1B(O)O.C(=O)([O-])[O-].[Cs+].[Cs+], predict the reaction product. The product is: [OH:43][CH2:42][C:35]1[C:34]([C:2]2[CH:3]=[C:4]([C:10]3[CH:19]=[CH:18][C:13]([C:14]([O:16][CH3:17])=[O:15])=[CH:12][C:11]=3[CH3:20])[CH:5]=[CH:6][C:7]=2[O:8][CH3:9])=[CH:39][N:38]=[C:37]([S:40][CH3:41])[N:36]=1. (6) The product is: [F:1][C:2]1[CH:12]=[CH:11][CH:10]=[C:9]([F:13])[C:3]=1[C:4]([NH:6][C:7](=[O:8])[N:17]([C:16]1[CH:19]=[CH:20][C:21]([S:24][C:25]([F:31])([F:30])[C:26]([F:27])([F:28])[F:29])=[C:22]([CH3:23])[C:15]=1[CH3:14])[CH3:18])=[O:5]. Given the reactants [F:1][C:2]1[CH:12]=[CH:11][CH:10]=[C:9]([F:13])[C:3]=1[C:4]([N:6]=[C:7]=[O:8])=[O:5].[CH3:14][C:15]1[C:22]([CH3:23])=[C:21]([S:24][C:25]([F:31])([F:30])[C:26]([F:29])([F:28])[F:27])[CH:20]=[CH:19][C:16]=1[NH:17][CH3:18], predict the reaction product. (7) Given the reactants [S:1]1[CH:5]=[CH:4][CH:3]=[C:2]1[C:6]([NH:8][CH2:9][C:10]([OH:12])=[O:11])=O.[CH3:13][O:14][C:15]1[CH:20]=[C:19]([CH:21]=O)[CH:18]=[CH:17][N:16]=1.C([O-])(=O)C.[Na+].C(OC(=O)C)(=O)C, predict the reaction product. The product is: [CH3:13][O:14][C:15]1[CH:20]=[C:19]([CH:21]=[C:9]2[C:10](=[O:11])[O:12][C:6]([C:2]3[S:1][CH:5]=[CH:4][CH:3]=3)=[N:8]2)[CH:18]=[CH:17][N:16]=1. (8) Given the reactants [F:1][C:2]1[CH:7]=[CH:6][CH:5]=[C:4]([F:8])[C:3]=1[C:9]1[CH:10]=[C:11]2[C:15](=[CH:16][CH:17]=1)[N:14]([CH:18]1[CH2:23][CH2:22][CH2:21][CH2:20][O:19]1)[N:13]=[C:12]2I.C([Sn](CCCC)(CCCC)[C:30]1[N:35]=[C:34]([N:36]2[CH2:41][CH2:40][CH2:39][CH:38]([NH:42][C:43](=[O:49])[O:44][C:45]([CH3:48])([CH3:47])[CH3:46])[CH2:37]2)[CH:33]=[N:32][CH:31]=1)CCC.N#N.O, predict the reaction product. The product is: [F:1][C:2]1[CH:7]=[CH:6][CH:5]=[C:4]([F:8])[C:3]=1[C:9]1[CH:10]=[C:11]2[C:15](=[CH:16][CH:17]=1)[N:14]([CH:18]1[CH2:23][CH2:22][CH2:21][CH2:20][O:19]1)[N:13]=[C:12]2[C:30]1[N:35]=[C:34]([N:36]2[CH2:41][CH2:40][CH2:39][CH:38]([NH:42][C:43](=[O:49])[O:44][C:45]([CH3:47])([CH3:46])[CH3:48])[CH2:37]2)[CH:33]=[N:32][CH:31]=1. (9) Given the reactants [Cl:1][C:2]1[CH:7]=[C:6](I)[CH:5]=[C:4]([C:9]([F:12])([F:11])[F:10])[N:3]=1.C([Li])CCC.[O:18]1[CH2:22][CH2:21]OS1(=O)=O.Cl.O.[OH-].[Na+], predict the reaction product. The product is: [Cl:1][C:2]1[CH:7]=[C:6]([CH2:21][CH2:22][OH:18])[CH:5]=[C:4]([C:9]([F:12])([F:11])[F:10])[N:3]=1. (10) Given the reactants [O-:1][CH2:2][CH3:3].[Na+].[CH3:5][C:6]([C:8]1[CH:13]=[CH:12][CH:11]=[C:10]([Br:14])[CH:9]=1)=[O:7].C1COCC1.O, predict the reaction product. The product is: [Br:14][C:10]1[CH:9]=[C:8]([C:6](=[O:7])[CH2:5][C:2](=[O:1])[CH3:3])[CH:13]=[CH:12][CH:11]=1.